Dataset: Full USPTO retrosynthesis dataset with 1.9M reactions from patents (1976-2016). Task: Predict the reactants needed to synthesize the given product. (1) Given the product [OH:41][C@@H:37]1[C@H:36]([O:35][CH3:34])[CH2:40][N:39]([CH2:30][C:28]2[CH:27]=[N:26][N:25]([C:23]3[C:22]([CH3:32])=[CH:21][N:20]=[C:19]([NH:18][C:4]4[C:3]([O:2][CH3:1])=[CH:8][C:7]([N:9]5[CH2:10][CH2:11][O:12][CH2:13][CH2:14]5)=[C:6]([NH:15][C:3](=[O:2])[CH:4]=[CH2:5])[CH:5]=4)[N:24]=3)[CH:29]=2)[CH2:38]1, predict the reactants needed to synthesize it. The reactants are: [CH3:1][O:2][C:3]1[CH:8]=[C:7]([N:9]2[CH2:14][CH2:13][O:12][CH2:11][CH2:10]2)[C:6]([N+:15]([O-])=O)=[CH:5][C:4]=1[NH:18][C:19]1[N:24]=[C:23]([N:25]2[CH:29]=[C:28]([CH:30]=O)[CH:27]=[N:26]2)[C:22]([CH3:32])=[CH:21][N:20]=1.Cl.[CH3:34][O:35][C@@H:36]1[CH2:40][NH:39][CH2:38][C@@H:37]1[OH:41]. (2) Given the product [CH3:12][N:13]1[C:21]2[C:16](=[CH:17][CH:18]=[CH:19][CH:20]=2)[CH:15]=[C:14]1[C:22]([NH:30][CH2:29][C:28]([O:27][CH3:26])=[O:31])=[O:24], predict the reactants needed to synthesize it. The reactants are: CCN=C=NCCCN(C)C.[CH3:12][N:13]1[C:21]2[C:16](=[CH:17][CH:18]=[CH:19][CH:20]=2)[CH:15]=[C:14]1[C:22]([OH:24])=O.Cl.[CH3:26][O:27][C:28](=[O:31])[CH2:29][NH2:30].CCOCC. (3) Given the product [F:1][C:2]1[CH:7]=[CH:6][C:5]([C:8]2[CH:9]=[C:10]3[C:15](=[CH:16][CH:17]=2)[CH:14]=[C:13]([S:18]([C:23]2[C:28]([N+:29]([O-:31])=[O:30])=[CH:27][CH:26]=[CH:25][N:24]=2)(=[O:20])=[O:19])[CH:12]=[CH:11]3)=[CH:4][CH:3]=1, predict the reactants needed to synthesize it. The reactants are: [F:1][C:2]1[CH:7]=[CH:6][C:5]([C:8]2[CH:9]=[C:10]3[C:15](=[CH:16][CH:17]=2)[CH:14]=[C:13]([S:18]([O-:20])=[O:19])[CH:12]=[CH:11]3)=[CH:4][CH:3]=1.[Na+].Cl[C:23]1[C:28]([N+:29]([O-:31])=[O:30])=[CH:27][CH:26]=[CH:25][N:24]=1. (4) Given the product [C:23]1([C:29]2[N:34]=[CH:33][C:32]([C:35]([NH:1][CH2:2][C:3]3[CH:4]=[C:5]([S:9]([NH:12][CH2:13][CH2:14][NH:15][C:16](=[O:22])[O:17][C:18]([CH3:19])([CH3:21])[CH3:20])(=[O:10])=[O:11])[CH:6]=[CH:7][CH:8]=3)=[O:36])=[CH:31][N:30]=2)[CH:24]=[CH:25][CH:26]=[CH:27][CH:28]=1, predict the reactants needed to synthesize it. The reactants are: [NH2:1][CH2:2][C:3]1[CH:4]=[C:5]([S:9]([NH:12][CH2:13][CH2:14][NH:15][C:16](=[O:22])[O:17][C:18]([CH3:21])([CH3:20])[CH3:19])(=[O:11])=[O:10])[CH:6]=[CH:7][CH:8]=1.[C:23]1([C:29]2[N:34]=[CH:33][C:32]([C:35](O)=[O:36])=[CH:31][N:30]=2)[CH:28]=[CH:27][CH:26]=[CH:25][CH:24]=1.C1C=CC2N(O)N=NC=2C=1.CN1CCOCC1.Cl.CN(CCCN=C=NCC)C. (5) Given the product [Cl:1][C:2]1[CH:25]=[C:24]([C:26]2[CH2:31][CH2:30][C:29](=[O:32])[NH:28][N:27]=2)[CH:23]=[CH:22][C:3]=1[O:4][CH2:5][C:6]([NH:8][CH2:9][CH2:10][C:11]1[CH:12]=[CH:13][C:14]([O:17][CH2:18][CH:19]([OH:20])[CH2:21][NH:61][CH:62]([CH3:64])[CH3:63])=[CH:15][CH:16]=1)=[O:7], predict the reactants needed to synthesize it. The reactants are: [Cl:1][C:2]1[CH:25]=[C:24]([C:26]2[CH2:31][CH2:30][C:29](=[O:32])[NH:28][N:27]=2)[CH:23]=[CH:22][C:3]=1[O:4][CH2:5][C:6]([NH:8][CH2:9][CH2:10][C:11]1[CH:16]=[CH:15][C:14]([O:17][CH2:18][CH:19]2[CH2:21][O:20]2)=[CH:13][CH:12]=1)=[O:7].ClC1C=C(C2CCC(=O)NN=2)C=CC=1OCC(NCCNC(=O)C1C=CC=CC=1C1C=CC(OC[C@@H](O)C[NH:61][CH:62]([CH3:64])[CH3:63])=CC=1)=O. (6) The reactants are: [CH2:1]([O:8][C:9]1[CH:10]=[C:11]([CH2:17][C:18](=O)[CH:19]([CH3:21])[CH3:20])[CH:12]=[CH:13][C:14]=1[O:15][CH3:16])[C:2]1[CH:7]=[CH:6][CH:5]=[CH:4][CH:3]=1.[BH3-]C#[N:25].[Na+]. Given the product [CH2:1]([O:8][C:9]1[CH:10]=[C:11]([CH2:17][CH:18]([NH2:25])[CH:19]([CH3:21])[CH3:20])[CH:12]=[CH:13][C:14]=1[O:15][CH3:16])[C:2]1[CH:7]=[CH:6][CH:5]=[CH:4][CH:3]=1, predict the reactants needed to synthesize it. (7) Given the product [CH2:37]([O:36][CH2:35][C@H:17]([NH:16][C:13](=[O:15])[CH2:12][N:3]1[CH2:4][CH2:5][C:6]2[C:11](=[CH:10][CH:9]=[CH:8][CH:7]=2)[CH2:2]1)[C:18]([NH:20][C:21]1[CH:26]=[CH:25][C:24]([O:27][C:28]2[CH:33]=[CH:32][C:31]([F:34])=[CH:30][CH:29]=2)=[CH:23][CH:22]=1)=[O:19])[C:38]1[CH:43]=[CH:42][CH:41]=[CH:40][CH:39]=1, predict the reactants needed to synthesize it. The reactants are: Cl.[CH2:2]1[C:11]2[C:6](=[CH:7][CH:8]=[CH:9][CH:10]=2)[CH2:5][CH2:4][N:3]1[CH2:12][C:13]([OH:15])=O.[NH2:16][C@@H:17]([CH2:35][O:36][CH2:37][C:38]1[CH:43]=[CH:42][CH:41]=[CH:40][CH:39]=1)[C:18]([NH:20][C:21]1[CH:26]=[CH:25][C:24]([O:27][C:28]2[CH:33]=[CH:32][C:31]([F:34])=[CH:30][CH:29]=2)=[CH:23][CH:22]=1)=[O:19]. (8) The reactants are: [NH2:1][C:2]1[CH:7]=[C:6]([C:8]([F:11])([F:10])[F:9])[CH:5]=[CH:4][C:3]=1[OH:12].O.C(=O)([O-])O.[Na+].[Cl:19][CH2:20][C:21](Cl)=[O:22]. Given the product [Cl:19][CH2:20][C:21]([NH:1][C:2]1[CH:7]=[C:6]([C:8]([F:9])([F:10])[F:11])[CH:5]=[CH:4][C:3]=1[OH:12])=[O:22], predict the reactants needed to synthesize it. (9) Given the product [Cl:1][C:2]1[S:6][C:5]2[C:7]3([O:31][CH2:32][C:33]([F:35])([F:34])[C:4]=2[CH:3]=1)[CH2:8][CH2:9][N:10]([CH2:13][C:14]1[C:15]([CH3:30])=[N:16][N:17]([C:19]2[C:28]([F:29])=[CH:27][CH:26]=[CH:25][C:20]=2[CH2:21][OH:22])[CH:18]=1)[CH2:11][CH2:12]3, predict the reactants needed to synthesize it. The reactants are: [Cl:1][C:2]1[S:6][C:5]2[C:7]3([O:31][CH2:32][C:33]([F:35])([F:34])[C:4]=2[CH:3]=1)[CH2:12][CH2:11][N:10]([CH2:13][C:14]1[C:15]([CH3:30])=[N:16][N:17]([C:19]2[C:28]([F:29])=[CH:27][CH:26]=[CH:25][C:20]=2[C:21](OC)=[O:22])[CH:18]=1)[CH2:9][CH2:8]3.[H-].[Al+3].[Li+].[H-].[H-].[H-]. (10) The reactants are: [C@@H:1]1([NH2:8])[CH2:6][CH2:5][CH2:4][CH2:3][C@H:2]1[NH2:7].[F:9][C:10]1[CH:11]=[C:12]([CH:15]=[CH:16][C:17]=1[F:18])[CH:13]=O.[N:19]#[C:20]Br. Given the product [F:9][C:10]1[CH:11]=[C:12]([CH:15]=[CH:16][C:17]=1[F:18])[CH2:13][N:7]1[C@@H:2]2[CH2:3][CH2:4][CH2:5][CH2:6][C@H:1]2[N:8]([CH2:13][C:12]2[CH:15]=[CH:16][C:17]([F:18])=[C:10]([F:9])[CH:11]=2)[C:20]1=[NH:19], predict the reactants needed to synthesize it.